This data is from Full USPTO retrosynthesis dataset with 1.9M reactions from patents (1976-2016). The task is: Predict the reactants needed to synthesize the given product. (1) The reactants are: FC(F)(F)C(O)=O.[F:8][C:9]1[CH:44]=[CH:43][C:42]([F:45])=[CH:41][C:10]=1[O:11][C:12]1[N:13]=[C:14]([CH2:38][CH2:39][CH3:40])[C:15]2[N:20]=[C:19]([C:21]3[CH:35]=[C:34]([CH3:36])[C:24]([O:25][CH2:26][C:27]([O:29]C(C)(C)C)=[O:28])=[C:23]([CH3:37])[CH:22]=3)[O:18][C:16]=2[N:17]=1. Given the product [F:8][C:9]1[CH:44]=[CH:43][C:42]([F:45])=[CH:41][C:10]=1[O:11][C:12]1[N:13]=[C:14]([CH2:38][CH2:39][CH3:40])[C:15]2[N:20]=[C:19]([C:21]3[CH:22]=[C:23]([CH3:37])[C:24]([O:25][CH2:26][C:27]([OH:29])=[O:28])=[C:34]([CH3:36])[CH:35]=3)[O:18][C:16]=2[N:17]=1, predict the reactants needed to synthesize it. (2) Given the product [CH3:23][S:24]([NH:1][C:2]1[CH:3]=[C:4]([CH:14]=[CH:15][CH:16]=1)[CH2:5][NH:6][C:7](=[O:13])[O:8][C:9]([CH3:12])([CH3:11])[CH3:10])(=[O:26])=[O:25], predict the reactants needed to synthesize it. The reactants are: [NH2:1][C:2]1[CH:3]=[C:4]([CH:14]=[CH:15][CH:16]=1)[CH2:5][NH:6][C:7](=[O:13])[O:8][C:9]([CH3:12])([CH3:11])[CH3:10].N1C=CC=CC=1.[CH3:23][S:24](Cl)(=[O:26])=[O:25]. (3) Given the product [CH3:8][O:7][C:1]1[CH:6]=[CH:5][C:4]([C:9](=[O:16])[CH2:10][CH2:11][CH2:12][C:13]([OH:15])=[O:14])=[CH:3][CH:2]=1, predict the reactants needed to synthesize it. The reactants are: [C:1]1([O:7][CH3:8])[CH:6]=[CH:5][CH:4]=[CH:3][CH:2]=1.[C:9]1(=[O:16])[O:15][C:13](=[O:14])[CH2:12][CH2:11][CH2:10]1.[Cl-].[Cl-].[Cl-].[Al+3].Cl. (4) The reactants are: [C:1]([CH:4]([OH:54])[CH:5]([NH:11][C:12]([C@@H:14]1[N:19]([CH2:20][C:21]2[CH:26]=[CH:25][C:24]([Cl:27])=[CH:23][CH:22]=2)[CH2:18][CH2:17][N:16]([C:28]([C@@H:30]([NH:35][C:36]([C@@H:38]([NH:45][C:46]([C:48]2[CH:53]=[N:52][CH:51]=[CH:50][N:49]=2)=[O:47])[CH:39]2[CH2:44][CH2:43][CH2:42][CH2:41][CH2:40]2)=[O:37])[C:31]([CH3:34])([CH3:33])[CH3:32])=[O:29])[CH2:15]1)=[O:13])[CH2:6][CH:7]1[CH2:10][CH2:9][CH2:8]1)(=[O:3])[NH2:2].CC(OI1(OC(C)=O)(OC(C)=O)OC(=O)C2C=CC=CC1=2)=O. Given the product [C:1]([C:4](=[O:54])[CH:5]([NH:11][C:12]([C@@H:14]1[N:19]([CH2:20][C:21]2[CH:22]=[CH:23][C:24]([Cl:27])=[CH:25][CH:26]=2)[CH2:18][CH2:17][N:16]([C:28]([C@@H:30]([NH:35][C:36]([C@@H:38]([NH:45][C:46]([C:48]2[CH:53]=[N:52][CH:51]=[CH:50][N:49]=2)=[O:47])[CH:39]2[CH2:40][CH2:41][CH2:42][CH2:43][CH2:44]2)=[O:37])[C:31]([CH3:33])([CH3:34])[CH3:32])=[O:29])[CH2:15]1)=[O:13])[CH2:6][CH:7]1[CH2:10][CH2:9][CH2:8]1)(=[O:3])[NH2:2], predict the reactants needed to synthesize it. (5) Given the product [CH3:27][O:28][C:29]1[CH:34]=[CH:33][C:32]([NH:35][CH:23]2[CH2:24][CH2:25][N:20]([CH2:19][C:17]3[CH:16]=[CH:15][N:14]=[C:13]([C:5]4[CH:4]=[C:3]([O:2][CH3:1])[C:8]([O:9][CH3:10])=[C:7]([O:11][CH3:12])[CH:6]=4)[CH:18]=3)[CH2:21][CH2:22]2)=[CH:31][CH:30]=1, predict the reactants needed to synthesize it. The reactants are: [CH3:1][O:2][C:3]1[CH:4]=[C:5]([C:13]2[CH:18]=[C:17]([CH2:19][N:20]3[CH2:25][CH2:24][C:23](=O)[CH2:22][CH2:21]3)[CH:16]=[CH:15][N:14]=2)[CH:6]=[C:7]([O:11][CH3:12])[C:8]=1[O:9][CH3:10].[CH3:27][O:28][C:29]1[CH:34]=[CH:33][C:32]([NH2:35])=[CH:31][CH:30]=1.